Task: Predict the reactants needed to synthesize the given product.. Dataset: Full USPTO retrosynthesis dataset with 1.9M reactions from patents (1976-2016) Given the product [Cl:23][C:24]1[CH:29]=[CH:28][C:27]([NH:30][C:31]([NH:12][C:11]2[CH:10]=[CH:9][C:8]([C:13]3[CH:14]=[CH:15][C:16]([C:19]([F:20])([F:21])[F:22])=[CH:17][CH:18]=3)=[CH:7][C:6]=2[C:5]2[NH:1][N:2]=[N:3][N:4]=2)=[O:32])=[CH:26][C:25]=1[C:33]([F:34])([F:35])[F:36], predict the reactants needed to synthesize it. The reactants are: [NH:1]1[C:5]([C:6]2[CH:7]=[C:8]([C:13]3[CH:18]=[CH:17][C:16]([C:19]([F:22])([F:21])[F:20])=[CH:15][CH:14]=3)[CH:9]=[CH:10][C:11]=2[NH2:12])=[N:4][N:3]=[N:2]1.[Cl:23][C:24]1[CH:29]=[CH:28][C:27]([N:30]=[C:31]=[O:32])=[CH:26][C:25]=1[C:33]([F:36])([F:35])[F:34].